This data is from Forward reaction prediction with 1.9M reactions from USPTO patents (1976-2016). The task is: Predict the product of the given reaction. (1) Given the reactants BrB(Br)Br.[Br:5][C:6]1[CH:11]=[C:10]([O:12]C)[CH:9]=[CH:8][C:7]=1[CH2:14][C:15]([OH:17])=[O:16], predict the reaction product. The product is: [Br:5][C:6]1[CH:11]=[C:10]([OH:12])[CH:9]=[CH:8][C:7]=1[CH2:14][C:15]([OH:17])=[O:16]. (2) Given the reactants [C:1]([S:4][CH2:5][C@H:6]1[N:11]([CH2:12][CH:13]([C:15]2[CH:20]=[CH:19][C:18]([F:21])=[C:17]([C:22]#[N:23])[C:16]=2[CH3:24])O)[CH2:10][CH2:9][N:8]([C:25]([O:27][C:28]([CH3:31])([CH3:30])[CH3:29])=[O:26])[CH2:7]1)(=[O:3])[CH3:2].S(Cl)([Cl:34])=O.N1C=CC=CC=1, predict the reaction product. The product is: [C:1]([S:4][CH2:5][C@H:6]1[N:11]([CH2:12][CH:13]([Cl:34])[C:15]2[CH:20]=[CH:19][C:18]([F:21])=[C:17]([C:22]#[N:23])[C:16]=2[CH3:24])[CH2:10][CH2:9][N:8]([C:25]([O:27][C:28]([CH3:31])([CH3:30])[CH3:29])=[O:26])[CH2:7]1)(=[O:3])[CH3:2]. (3) The product is: [O:37]1[C:38]2[CH:44]=[CH:43][CH:42]=[CH:41][C:39]=2[N:40]=[C:36]1[NH:1][CH2:2][C:3]1[CH:4]=[C:5]([C:13]2[C:17]3[CH2:18][N:19]([S:22]([CH3:25])(=[O:23])=[O:24])[CH2:20][CH2:21][C:16]=3[N:15]([CH2:26][CH:27]([OH:34])[CH2:28][N:29]3[CH2:33][CH2:32][CH2:31][CH2:30]3)[N:14]=2)[CH:6]=[CH:7][C:8]=1[C:9]([F:11])([F:12])[F:10]. Given the reactants [NH2:1][CH2:2][C:3]1[CH:4]=[C:5]([C:13]2[C:17]3[CH2:18][N:19]([S:22]([CH3:25])(=[O:24])=[O:23])[CH2:20][CH2:21][C:16]=3[N:15]([CH2:26][CH:27]([OH:34])[CH2:28][N:29]3[CH2:33][CH2:32][CH2:31][CH2:30]3)[N:14]=2)[CH:6]=[CH:7][C:8]=1[C:9]([F:12])([F:11])[F:10].Cl[C:36]1[O:37][C:38]2[CH:44]=[CH:43][CH:42]=[CH:41][C:39]=2[N:40]=1.C([O-])([O-])=O.[K+].[K+], predict the reaction product. (4) Given the reactants [C:1]([NH:5][C:6]1[C:15]2[CH:14]=[CH:13][CH:12]=[C:11]([C:16]([NH:18][C:19]3[CH:24]=[C:23]([C:25](=[O:37])[NH:26][C:27]4[CH:32]=[CH:31][CH:30]=[C:29]([C:33]([F:36])([F:35])[F:34])[CH:28]=4)[CH:22]=[CH:21][C:20]=3[CH3:38])=[O:17])[C:10]=2[CH:9]=[CH:8][N:7]=1)([CH3:4])([CH3:3])[CH3:2].[CH2:39]([N:41]1[CH2:46][CH2:45][N:44]([CH2:47]C2C=CC(N)=CC=2C(F)(F)F)[CH2:43][CH2:42]1)[CH3:40].NC1C=CC=CC=1, predict the reaction product. The product is: [C:1]([NH:5][C:6]1[C:15]2[CH:14]=[CH:13][CH:12]=[C:11]([C:16]([NH:18][C:19]3[CH:24]=[C:23]([C:25](=[O:37])[NH:26][C:27]4[CH:32]=[CH:31][C:30]([CH2:47][N:44]5[CH2:45][CH2:46][N:41]([CH2:39][CH3:40])[CH2:42][CH2:43]5)=[C:29]([C:33]([F:34])([F:35])[F:36])[CH:28]=4)[CH:22]=[CH:21][C:20]=3[CH3:38])=[O:17])[C:10]=2[CH:9]=[CH:8][N:7]=1)([CH3:4])([CH3:3])[CH3:2]. (5) Given the reactants [CH2:1](OC(OCC)OCC)C.[NH2:11][C:12]1[CH:33]=[CH:32][C:31]([N:34]2[CH2:40][CH2:39][CH2:38][N:37]([CH3:41])[CH2:36][CH2:35]2)=[CH:30][C:13]=1[C:14]([NH:16][C:17]1[CH:22]=[C:21]([C:23]([NH:25][CH:26]2[CH2:28][CH2:27]2)=[O:24])[CH:20]=[CH:19][C:18]=1[CH3:29])=[O:15].C(O)(=O)C, predict the reaction product. The product is: [CH:26]1([NH:25][C:23](=[O:24])[C:21]2[CH:20]=[CH:19][C:18]([CH3:29])=[C:17]([N:16]3[C:14](=[O:15])[C:13]4[C:12](=[CH:33][CH:32]=[C:31]([N:34]5[CH2:40][CH2:39][CH2:38][N:37]([CH3:41])[CH2:36][CH2:35]5)[CH:30]=4)[N:11]=[CH:1]3)[CH:22]=2)[CH2:28][CH2:27]1. (6) Given the reactants OO.[C:3]([O:22][CH:23]1[CH2:28][C:27]([CH3:30])([CH3:29])[N:26]([OH:31])[C:25]([CH3:33])([CH3:32])[CH2:24]1)(=[O:21])[CH2:4][CH2:5][CH2:6][C:7]([O:9][CH:10]1[CH2:15][C:14]([CH3:17])([CH3:16])[N:13]([OH:18])[C:12]([CH3:20])([CH3:19])[CH2:11]1)=[O:8].S([O-])([O-])=O.[Na+].[Na+].[C:40]([OH:44])([CH3:43])([CH3:42])[CH3:41], predict the reaction product. The product is: [OH:44][C:40]([CH3:43])([CH3:42])[CH2:41][O:18][N:13]1[C:14]([CH3:17])([CH3:16])[CH2:15][CH:10]([O:9][C:7](=[O:8])[CH2:6][CH2:5][CH2:4][C:3]([O:22][CH:23]2[CH2:28][C:27]([CH3:30])([CH3:29])[N:26]([O:31][CH2:41][C:40]([OH:44])([CH3:43])[CH3:42])[C:25]([CH3:33])([CH3:32])[CH2:24]2)=[O:21])[CH2:11][C:12]1([CH3:20])[CH3:19]. (7) Given the reactants [CH3:1][O:2][C:3](=[O:30])[C:4]1[CH:9]=[CH:8][C:7]([N+:10]([O-])=O)=[CH:6][C:5]=1[NH:13][C:14](=[O:29])[C:15]1[CH:20]=[C:19]([C:21]([F:24])([F:23])[F:22])[CH:18]=[C:17]([C:25]([F:28])([F:27])[F:26])[CH:16]=1, predict the reaction product. The product is: [CH3:1][O:2][C:3](=[O:30])[C:4]1[CH:9]=[CH:8][C:7]([NH2:10])=[CH:6][C:5]=1[NH:13][C:14](=[O:29])[C:15]1[CH:16]=[C:17]([C:25]([F:27])([F:28])[F:26])[CH:18]=[C:19]([C:21]([F:22])([F:23])[F:24])[CH:20]=1.